This data is from Peptide-MHC class II binding affinity with 134,281 pairs from IEDB. The task is: Regression. Given a peptide amino acid sequence and an MHC pseudo amino acid sequence, predict their binding affinity value. This is MHC class II binding data. (1) The peptide sequence is LMTSPKWVQMCSRTL. The MHC is DRB1_1302 with pseudo-sequence DRB1_1302. The binding affinity (normalized) is 0.187. (2) The peptide sequence is VDSGAQLGELYYAIH. The MHC is HLA-DQA10104-DQB10503 with pseudo-sequence HLA-DQA10104-DQB10503. The binding affinity (normalized) is 0.250. (3) The peptide sequence is ITYVATATLPNYCRA. The MHC is HLA-DQA10401-DQB10402 with pseudo-sequence HLA-DQA10401-DQB10402. The binding affinity (normalized) is 0.525. (4) The peptide sequence is VLAPTRVVLSEMKEA. The MHC is HLA-DQA10501-DQB10303 with pseudo-sequence HLA-DQA10501-DQB10303. The binding affinity (normalized) is 0.502. (5) The peptide sequence is LSPLSNMVSMANNHM. The MHC is DRB3_0101 with pseudo-sequence DRB3_0101. The binding affinity (normalized) is 0.273. (6) The peptide sequence is YYGTQTILAACVDLG. The MHC is H-2-IAb with pseudo-sequence H-2-IAb. The binding affinity (normalized) is 0.419. (7) The peptide sequence is AARFVRRDGRRGGGR. The MHC is HLA-DQA10101-DQB10501 with pseudo-sequence HLA-DQA10101-DQB10501. The binding affinity (normalized) is 0.110. (8) The peptide sequence is VMELYADVVPKTAEN. The MHC is DRB1_0701 with pseudo-sequence DRB1_0701. The binding affinity (normalized) is 0.342.